Dataset: NCI-60 drug combinations with 297,098 pairs across 59 cell lines. Task: Regression. Given two drug SMILES strings and cell line genomic features, predict the synergy score measuring deviation from expected non-interaction effect. (1) Drug 1: C1=CC=C(C(=C1)C(C2=CC=C(C=C2)Cl)C(Cl)Cl)Cl. Drug 2: CCCCCOC(=O)NC1=NC(=O)N(C=C1F)C2C(C(C(O2)C)O)O. Cell line: NCI-H460. Synergy scores: CSS=2.29, Synergy_ZIP=-0.645, Synergy_Bliss=0.553, Synergy_Loewe=-1.37, Synergy_HSA=-0.409. (2) Drug 1: CC12CCC(CC1=CCC3C2CCC4(C3CC=C4C5=CN=CC=C5)C)O. Drug 2: CC1=CC2C(CCC3(C2CCC3(C(=O)C)OC(=O)C)C)C4(C1=CC(=O)CC4)C. Cell line: HOP-92. Synergy scores: CSS=-6.59, Synergy_ZIP=3.27, Synergy_Bliss=-6.07, Synergy_Loewe=-16.7, Synergy_HSA=-14.6.